Predict the reactants needed to synthesize the given product. From a dataset of Retrosynthesis with 50K atom-mapped reactions and 10 reaction types from USPTO. (1) Given the product O=C(N[C@H]1CC[C@H](CCN2CCN(c3nccc4c3OCC4)CC2)CC1)C(O)C(F)(F)F, predict the reactants needed to synthesize it. The reactants are: N[C@H]1CC[C@H](CCN2CCN(c3nccc4c3OCC4)CC2)CC1.O=C(O)C(O)C(F)(F)F. (2) Given the product O=[N+]([O-])c1ccc(OC[C@@H]2CCCN3CCCC[C@H]23)cc1, predict the reactants needed to synthesize it. The reactants are: O=[N+]([O-])c1ccc(F)cc1.OC[C@@H]1CCCN2CCCC[C@H]12. (3) Given the product COc1cc(C)c(S(=O)(=O)N(C)Cc2nnc(C(=O)N3CCN(Cc4ccc(Cl)nc4)CC3)o2)c(C)c1, predict the reactants needed to synthesize it. The reactants are: COc1cc(C)c(S(=O)(=O)N(C)Cc2nnc(C(=O)N3CCNCC3)o2)c(C)c1.O=Cc1ccc(Cl)nc1.